This data is from Catalyst prediction with 721,799 reactions and 888 catalyst types from USPTO. The task is: Predict which catalyst facilitates the given reaction. (1) Product: [CH3:44][O:45][C:11]([C@H:6]1[C@H:5]2[CH2:1][C@H:2]([CH:3]=[CH:4]2)[C@H:7]1[C:8]([OH:10])=[O:9])=[O:12]. The catalyst class is: 53. Reactant: [CH2:1]1[C@@H:5]2[C@@H:6]3[C:11](=[O:12])[O:10][C:8](=[O:9])[C@@H:7]3[C@H:2]1[CH:3]=[CH:4]2.C1(C)C=CC=CC=1.COC1C=CC2N=CC=C([C@H](O)[C@@H]3N4C[C@H](C=C)C(CC4)C3)C=2C=1.[CH3:44][OH:45]. (2) Reactant: [F:1][C:2]1[CH:3]=[C:4]([CH:7]=[CH:8][C:9]=1[O:10][C:11]1[CH:16]=[CH:15][C:14]([O:17][CH3:18])=[CH:13][CH:12]=1)[CH2:5][NH2:6].[N:19]1[CH:24]=[C:23]([C:25]([NH:27][C:28]2([C:31](O)=[O:32])[CH2:30][CH2:29]2)=[O:26])[CH:22]=[N:21][CH:20]=1.C(N(CC)CC)C. Product: [F:1][C:2]1[CH:3]=[C:4]([CH:7]=[CH:8][C:9]=1[O:10][C:11]1[CH:16]=[CH:15][C:14]([O:17][CH3:18])=[CH:13][CH:12]=1)[CH2:5][NH:6][C:31]([C:28]1([NH:27][C:25]([C:23]2[CH:22]=[N:21][CH:20]=[N:19][CH:24]=2)=[O:26])[CH2:30][CH2:29]1)=[O:32]. The catalyst class is: 3. (3) Reactant: C1(P(C2C=CC=CC=2)C2C=CC=CC=2)C=CC=CC=1.N1C=CN=C1.[I:25]I.[F:27][C:28]([F:35])([F:34])[C@H:29]([OH:33])[CH2:30][CH2:31]O. Product: [F:27][C:28]([F:35])([F:34])[C@H:29]([OH:33])[CH2:30][CH2:31][I:25]. The catalyst class is: 4. (4) Reactant: [CH2:1]([N:8]1[CH2:14][CH2:13][CH2:12][CH2:11][CH:10]([Se]C2C=CC=CC=2)[C:9]1=[O:22])[C:2]1[CH:7]=[CH:6][CH:5]=[CH:4][CH:3]=1.N1C=CC=CC=1.OO. Product: [CH2:1]([N:8]1[CH2:14][CH2:13][CH2:12][CH:11]=[CH:10][C:9]1=[O:22])[C:2]1[CH:7]=[CH:6][CH:5]=[CH:4][CH:3]=1. The catalyst class is: 2. (5) Reactant: C[O:2][C:3](=O)[CH:4]([O:15][C:16]1[CH:17]=[N:18][CH:19]=[C:20]([Br:22])[CH:21]=1)[CH2:5][C:6]1[C:14]2[C:9](=[CH:10][CH:11]=[CH:12][CH:13]=2)[NH:8][CH:7]=1.[H-].[H-].[H-].[H-].[Li+].[Al+3]. Product: [Br:22][C:20]1[CH:21]=[C:16]([O:15][CH:4]([CH2:5][C:6]2[C:14]3[C:9](=[CH:10][CH:11]=[CH:12][CH:13]=3)[NH:8][CH:7]=2)[CH2:3][OH:2])[CH:17]=[N:18][CH:19]=1. The catalyst class is: 116. (6) Product: [CH2:34]([O:41][C:42]1[CH:43]=[C:44]([CH2:50][NH:51][CH2:52][CH2:53][O:54][C:55](=[O:60])[C:56]([CH3:59])([CH3:58])[CH3:57])[CH:45]=[CH:46][C:47]=1[CH:48]=[CH:7][C:3]1[S:2][CH:6]=[CH:5][CH:4]=1)[C:35]1[CH:40]=[CH:39][CH:38]=[CH:37][CH:36]=1. The catalyst class is: 1. Reactant: [Cl-].[S:2]1[CH:6]=[CH:5][CH:4]=[C:3]1[CH2:7][P+](C1C=CC=CC=1)(C1C=CC=CC=1)C1C=CC=CC=1.[Li]C1C=CC=CC=1.[CH2:34]([O:41][C:42]1[CH:43]=[C:44]([CH2:50][NH:51][CH2:52][CH2:53][O:54][C:55](=[O:60])[C:56]([CH3:59])([CH3:58])[CH3:57])[CH:45]=[CH:46][C:47]=1[CH:48]=O)[C:35]1[CH:40]=[CH:39][CH:38]=[CH:37][CH:36]=1. (7) Reactant: C([O:8][CH2:9][CH2:10][CH2:11][CH2:12][CH2:13][CH2:14][CH2:15][CH2:16]/[CH:17]=[CH:18]/[C:19]1[CH:24]=[CH:23][C:22]([C:25]([F:28])([F:27])[F:26])=[CH:21][CH:20]=1)C1C=CC=CC=1.[H][H]. Product: [F:26][C:25]([F:27])([F:28])[C:22]1[CH:21]=[CH:20][C:19]([CH2:18][CH2:17][CH2:16][CH2:15][CH2:14][CH2:13][CH2:12][CH2:11][CH2:10][CH2:9][OH:8])=[CH:24][CH:23]=1. The catalyst class is: 29. (8) Reactant: Cl[C:2]1[C:11]2[C:6](=[CH:7][C:8]([F:13])=[C:9]([Cl:12])[CH:10]=2)[CH:5]=[CH:4][N:3]=1.C([O-])(=[O:16])C.[NH4+]. Product: [Cl:12][C:9]1[CH:10]=[C:11]2[C:6]([CH:5]=[CH:4][NH:3][C:2]2=[O:16])=[CH:7][C:8]=1[F:13]. The catalyst class is: 15.